From a dataset of Full USPTO retrosynthesis dataset with 1.9M reactions from patents (1976-2016). Predict the reactants needed to synthesize the given product. Given the product [Cl:7][C:8]1[N:9]([S:25]([C:19]2[CH:24]=[CH:23][CH:22]=[CH:21][CH:20]=2)(=[O:27])=[O:26])[C:10]2[C:15]([C:16]=1[CH:17]=[O:18])=[CH:14][CH:13]=[CH:12][CH:11]=2, predict the reactants needed to synthesize it. The reactants are: C([O-])([O-])=O.[Cs+].[Cs+].[Cl:7][C:8]1[NH:9][C:10]2[C:15]([C:16]=1[CH:17]=[O:18])=[CH:14][CH:13]=[CH:12][CH:11]=2.[C:19]1([S:25](Cl)(=[O:27])=[O:26])[CH:24]=[CH:23][CH:22]=[CH:21][CH:20]=1.